From a dataset of Retrosynthesis with 50K atom-mapped reactions and 10 reaction types from USPTO. Predict the reactants needed to synthesize the given product. (1) Given the product CC(C)(C)COC(=O)C(C)(C)C(=O)O, predict the reactants needed to synthesize it. The reactants are: CC(C)(C)COC(=O)C(C)(C)C(=O)OC(C)(C)C. (2) Given the product CC1(C)OC(=O)Nc2ccc(O)cc21, predict the reactants needed to synthesize it. The reactants are: COc1ccc2c(c1)C(C)(C)OC(=O)N2. (3) The reactants are: CC1(C)OB(c2ccc(N3C[C@H](Cn4cc(CF)nn4)OC3=O)cc2F)OC1(C)C.OC[C@@H]1CC(c2ccc(Br)cn2)=NO1. Given the product O=C1O[C@@H](Cn2cc(CF)nn2)CN1c1ccc(-c2ccc(C3=NO[C@H](CO)C3)nc2)c(F)c1, predict the reactants needed to synthesize it. (4) Given the product Cc1csc(Nc2cc(Oc3ccc(O)cc3)ccn2)n1, predict the reactants needed to synthesize it. The reactants are: COc1ccc(Oc2ccnc(Nc3nc(C)cs3)c2)cc1.